From a dataset of Catalyst prediction with 721,799 reactions and 888 catalyst types from USPTO. Predict which catalyst facilitates the given reaction. (1) Reactant: [Br:1][C:2]1[CH:3]=[C:4]([NH:8][C:9]2[C:18]3[C:13](=[CH:14][N:15]=[C:16]([NH:19]CC4C=CC(OC)=CC=4)[CH:17]=3)[N:12]=[CH:11][C:10]=2[C:29]#[N:30])[CH:5]=[CH:6][CH:7]=1.FC(F)(F)C(O)=O.C1(C)C=CC=CC=1. Product: [NH2:19][C:16]1[CH:17]=[C:18]2[C:13](=[CH:14][N:15]=1)[N:12]=[CH:11][C:10]([C:29]#[N:30])=[C:9]2[NH:8][C:4]1[CH:5]=[CH:6][CH:7]=[C:2]([Br:1])[CH:3]=1. The catalyst class is: 2. (2) Reactant: [C:1]([C:4]1[C:12]2[C:7](=[CH:8][CH:9]=[C:10]([CH2:13][N:14]([CH3:28])[C:15]([CH2:17][CH2:18][CH2:19][NH:20]C(=O)OC(C)(C)C)=[O:16])[CH:11]=2)[N:6]([C:29]2[CH:34]=[C:33]([C:35]#[C:36][C@:37]3([OH:44])[CH2:41][CH2:40][N:39]([CH3:42])[C:38]3=[O:43])[CH:32]=[CH:31][N:30]=2)[N:5]=1)(=[O:3])[NH2:2]. Product: [NH2:20][CH2:19][CH2:18][CH2:17][C:15]([N:14]([CH2:13][C:10]1[CH:11]=[C:12]2[C:7](=[CH:8][CH:9]=1)[N:6]([C:29]1[CH:34]=[C:33]([C:35]#[C:36][C@:37]3([OH:44])[CH2:41][CH2:40][N:39]([CH3:42])[C:38]3=[O:43])[CH:32]=[CH:31][N:30]=1)[N:5]=[C:4]2[C:1]([NH2:2])=[O:3])[CH3:28])=[O:16]. The catalyst class is: 13.